Dataset: Full USPTO retrosynthesis dataset with 1.9M reactions from patents (1976-2016). Task: Predict the reactants needed to synthesize the given product. (1) Given the product [F:27][C:17]1[CH:18]=[C:19]([N:22]2[CH:26]=[CH:25][CH:24]=[N:23]2)[CH:20]=[CH:21][C:16]=1[N:9]1[CH:10]=[C:11]([O:14][CH3:15])[C:12](=[O:13])[C:7]([C:5]2[N:37]([C:33]3[CH:34]=[CH:35][CH:36]=[C:31]([C:30]([F:39])([F:40])[F:29])[CH:32]=3)[N:38]=[CH:3][CH:4]=2)=[N:8]1, predict the reactants needed to synthesize it. The reactants are: CN(C)[CH:3]=[CH:4][C:5]([C:7]1[C:12](=[O:13])[C:11]([O:14][CH3:15])=[CH:10][N:9]([C:16]2[CH:21]=[CH:20][C:19]([N:22]3[CH:26]=[CH:25][CH:24]=[N:23]3)=[CH:18][C:17]=2[F:27])[N:8]=1)=O.[F:29][C:30]([F:40])([F:39])[C:31]1[CH:32]=[C:33]([NH:37][NH2:38])[CH:34]=[CH:35][CH:36]=1.O. (2) Given the product [C:1]([O:5][C:6]([NH:8][C@@H:9]([C@H:14]([O:16][Si:17]([C:20]([CH3:21])([CH3:23])[CH3:22])([CH3:18])[CH3:19])[CH3:15])[C:10]([OH:12])=[O:11])=[O:7])([CH3:4])([CH3:3])[CH3:2], predict the reactants needed to synthesize it. The reactants are: [C:1]([O:5][C:6]([NH:8][C@@H:9]([C@H:14]([O:16][Si:17]([C:20]([CH3:23])([CH3:22])[CH3:21])([CH3:19])[CH3:18])[CH3:15])[C:10]([O:12]C)=[O:11])=[O:7])([CH3:4])([CH3:3])[CH3:2].[Li+].[OH-].Cl. (3) The reactants are: C(OC([N:8]1[CH2:11][CH:10]([C:12]2[CH:13]=[N:14][C:15]([Cl:18])=[CH:16][CH:17]=2)[CH2:9]1)=O)(C)(C)C. Given the product [ClH:18].[ClH:18].[NH:8]1[CH2:11][CH:10]([C:12]2[CH:17]=[CH:16][C:15]([Cl:18])=[N:14][CH:13]=2)[CH2:9]1, predict the reactants needed to synthesize it. (4) Given the product [Cl:34][C:31]1[CH:30]=[CH:29][C:28]([C:25]2[S:26][CH:27]=[C:23]([C:21]3[C:20]([C:35]#[N:36])=[N:19][N:18]([CH:16]([O:15][C:13]([O:12][CH2:11][C:10]([CH3:37])([CH3:38])[C:9]([OH:39])=[O:8])=[O:14])[CH3:17])[N:22]=3)[N:24]=2)=[CH:33][CH:32]=1, predict the reactants needed to synthesize it. The reactants are: C([O:8][C:9](=[O:39])[C:10]([CH3:38])([CH3:37])[CH2:11][O:12][C:13]([O:15][CH:16]([N:18]1[N:22]=[C:21]([C:23]2[N:24]=[C:25]([C:28]3[CH:33]=[CH:32][C:31]([Cl:34])=[CH:30][CH:29]=3)[S:26][CH:27]=2)[C:20]([C:35]#[N:36])=[N:19]1)[CH3:17])=[O:14])C1C=CC=CC=1. (5) Given the product [F:18][C:15]1[CH:16]=[CH:17][C:12]([CH2:11][C:9]2[O:10][C:5]3[C:6]([N:8]=2)=[N:7][C:2]([C:36]2[C:37]([N:39]([CH3:44])[S:40]([CH3:43])(=[O:42])=[O:41])=[CH:38][C:28]4[O:27][C:26]([C:23]5[CH:24]=[CH:25][C:20]([F:19])=[CH:21][CH:22]=5)=[C:30]([C:31]([NH:33][CH3:34])=[O:32])[C:29]=4[CH:35]=2)=[CH:3][CH:4]=3)=[CH:13][CH:14]=1, predict the reactants needed to synthesize it. The reactants are: Br[C:2]1[N:7]=[C:6]2[N:8]=[C:9]([CH2:11][C:12]3[CH:17]=[CH:16][C:15]([F:18])=[CH:14][CH:13]=3)[O:10][C:5]2=[CH:4][CH:3]=1.[F:19][C:20]1[CH:25]=[CH:24][C:23]([C:26]2[O:27][C:28]3[CH:38]=[C:37]([N:39]([CH3:44])[S:40]([CH3:43])(=[O:42])=[O:41])[C:36](B4OC(C)(C)C(C)(C)O4)=[CH:35][C:29]=3[C:30]=2[C:31]([NH:33][CH3:34])=[O:32])=[CH:22][CH:21]=1.